This data is from Catalyst prediction with 721,799 reactions and 888 catalyst types from USPTO. The task is: Predict which catalyst facilitates the given reaction. (1) Reactant: [NH2:1][C:2]1[CH:17]=[CH:16][C:5]([O:6][CH:7]2[CH2:12][CH2:11][N:10]([CH:13](O)[CH3:14])[CH2:9][CH2:8]2)=[CH:4][CH:3]=1.Cl[C:19]1[N:28]=[CH:27][C:26]2[C:21](=[C:22]([C:29]3[CH:30]=[C:31]([NH:35][C:36](=[O:39])[CH:37]=[CH2:38])[CH:32]=[CH:33][CH:34]=3)[CH:23]=[CH:24][CH:25]=2)[N:20]=1.C(O)(C(F)(F)F)=[O:41]. Product: [OH:41][CH2:14][CH2:13][N:10]1[CH2:11][CH2:12][CH:7]([O:6][C:5]2[CH:16]=[CH:17][C:2]([NH:1][C:19]3[N:28]=[CH:27][C:26]4[C:21](=[C:22]([C:29]5[CH:30]=[C:31]([NH:35][C:36](=[O:39])[CH:37]=[CH2:38])[CH:32]=[CH:33][CH:34]=5)[CH:23]=[CH:24][CH:25]=4)[N:20]=3)=[CH:3][CH:4]=2)[CH2:8][CH2:9]1. The catalyst class is: 114. (2) Reactant: [CH3:1][C:2]1[CH:7]=[CH:6][N:5]=[C:4]([NH2:8])[CH:3]=1.[CH3:9][C:10]([CH3:15])([CH3:14])[C:11](Cl)=[O:12].O.C([O-])(O)=O.[Na+]. Product: [CH3:9][C:10]([CH3:15])([CH3:14])[C:11]([NH:8][C:4]1[CH:3]=[C:2]([CH3:1])[CH:7]=[CH:6][N:5]=1)=[O:12]. The catalyst class is: 2. (3) Reactant: Cl[C:2]1[CH:7]=[C:6]([O:8][CH2:9][CH2:10][C@H:11]([CH:13]2[CH2:18][CH2:17][N:16]([C:19]3[O:23][N:22]=[C:21]([CH:24]([CH3:26])[CH3:25])[N:20]=3)[CH2:15][CH2:14]2)[CH3:12])[N:5]=[CH:4][N:3]=1.[C:27]([O:31][C:32](=[O:46])[NH:33][C@@H:34]1[C@@H:38]([N:39]2[CH2:44][CH2:43][CH2:42][CH2:41][C:40]2=[O:45])[CH2:37][NH:36][CH2:35]1)([CH3:30])([CH3:29])[CH3:28].C(N(CC)CC)C. Product: [C:27]([O:31][C:32](=[O:46])[NH:33][C@@H:34]1[C@@H:38]([N:39]2[CH2:44][CH2:43][CH2:42][CH2:41][C:40]2=[O:45])[CH2:37][N:36]([C:2]2[CH:7]=[C:6]([O:8][CH2:9][CH2:10][C@H:11]([CH:13]3[CH2:18][CH2:17][N:16]([C:19]4[O:23][N:22]=[C:21]([CH:24]([CH3:26])[CH3:25])[N:20]=4)[CH2:15][CH2:14]3)[CH3:12])[N:5]=[CH:4][N:3]=2)[CH2:35]1)([CH3:30])([CH3:28])[CH3:29]. The catalyst class is: 107. (4) Reactant: Br[C:2]1[CH:7]=[CH:6][C:5]([C:8]2([F:12])[CH2:11][O:10][CH2:9]2)=[CH:4][CH:3]=1.C([O-])(=O)C.[K+].[B:18]1([B:18]2[O:22][C:21]([CH3:24])([CH3:23])[C:20]([CH3:26])([CH3:25])[O:19]2)[O:22][C:21]([CH3:24])([CH3:23])[C:20]([CH3:26])([CH3:25])[O:19]1. Product: [F:12][C:8]1([C:5]2[CH:6]=[CH:7][C:2]([B:18]3[O:22][C:21]([CH3:24])([CH3:23])[C:20]([CH3:26])([CH3:25])[O:19]3)=[CH:3][CH:4]=2)[CH2:11][O:10][CH2:9]1. The catalyst class is: 75. (5) Reactant: [H-].[Na+].C([NH:6][C:7]1[N:16]=[C:15](C2N=CNN=2)[C:14]2[C:9](=[CH:10][CH:11]=[C:12]([C:22]3[CH:27]=[CH:26][C:25]([O:28][CH3:29])=[C:24]([O:30][CH3:31])[CH:23]=3)[CH:13]=2)[N:8]=1)(=O)C. Product: [NH2:6][C:7]1[N:16]=[C:15]([O:28][CH:25]([CH3:26])[CH3:24])[C:14]2[C:9](=[CH:10][CH:11]=[C:12]([C:22]3[CH:27]=[CH:26][C:25]([O:28][CH3:29])=[C:24]([O:30][CH3:31])[CH:23]=3)[CH:13]=2)[N:8]=1. The catalyst class is: 32. (6) Reactant: [CH3:1][C:2]1([CH3:30])[O:6][C@@H:5]([CH2:7][O:8][C:9]2[CH:14]=[C:13]([CH3:15])[C:12]([C:16]3[CH:21]=[CH:20][CH:19]=[C:18]([C:22](N(OC)C)=[O:23])[C:17]=3[CH3:28])=[C:11]([CH3:29])[CH:10]=2)[CH2:4][O:3]1.[H-].C([Al+]CC(C)C)C(C)C.C(C(C(C([O-])=O)O)O)([O-])=O.[Na+].[K+].C(OCC)(=O)C. Product: [CH3:1][C:2]1([CH3:30])[O:6][C@@H:5]([CH2:7][O:8][C:9]2[CH:14]=[C:13]([CH3:15])[C:12]([C:16]3[CH:21]=[CH:20][CH:19]=[C:18]([CH:22]=[O:23])[C:17]=3[CH3:28])=[C:11]([CH3:29])[CH:10]=2)[CH2:4][O:3]1. The catalyst class is: 11. (7) Reactant: [N:1]([O-])=O.[Na+].[F:5][C:6]1[CH:11]=[CH:10][C:9]([S:12][C:13]2[CH:19]=[CH:18][C:16]([NH2:17])=[CH:15][CH:14]=2)=[CH:8][CH:7]=1.O.O.[Sn](Cl)[Cl:23]. Product: [ClH:23].[F:5][C:6]1[CH:11]=[CH:10][C:9]([S:12][C:13]2[CH:19]=[CH:18][C:16]([NH:17][NH2:1])=[CH:15][CH:14]=2)=[CH:8][CH:7]=1. The catalyst class is: 223. (8) Reactant: FC(F)(F)C(O)=O.[F:8][C:9]1[CH:10]=[CH:11][C:12](/[CH:15]=[CH:16]/[C:17]([OH:19])=O)=[N:13][CH:14]=1.C(Cl)(=O)C(C)(C)C.[Li].O1CCNC1=O.C([Li])CCC.[CH2:39]([C@@H:46]1[CH2:50][O:49][C:48](=[O:51])[NH:47]1)[C:40]1[CH:45]=[CH:44][CH:43]=[CH:42][CH:41]=1.[Cl-].[NH4+]. Product: [CH2:39]([C@@H:46]1[CH2:50][O:49][C:48](=[O:51])[N:47]1[C:17](=[O:19])/[CH:16]=[CH:15]/[C:12]1[CH:11]=[CH:10][C:9]([F:8])=[CH:14][N:13]=1)[C:40]1[CH:41]=[CH:42][CH:43]=[CH:44][CH:45]=1. The catalyst class is: 531. (9) Reactant: [Cl:1][C:2]1[CH:3]=[C:4]([NH:11][C:12]2[CH:17]=[CH:16][C:15]([O:18][CH3:19])=[C:14]([O:20][CH3:21])[N:13]=2)[C:5]2[N:6]([N:8]=[CH:9][N:10]=2)[CH:7]=1.[CH3:22][N:23]([CH3:44])[CH2:24][CH2:25][NH:26][C:27](=[O:43])[C:28]1[CH:33]=[CH:32][C:31](B2OC(C)(C)C(C)(C)O2)=[CH:30][CH:29]=1.CC(C1C=C(C(C)C)C(C2C=CC=CC=2P(C2CCCCC2)C2CCCCC2)=C(C(C)C)C=1)C.C([O-])([O-])=O.[Na+].[Na+]. Product: [ClH:1].[CH3:19][O:18][C:15]1[CH:16]=[CH:17][C:12]([NH:11][C:4]2[C:5]3[N:6]([N:8]=[CH:9][N:10]=3)[CH:7]=[C:2]([C:31]3[CH:32]=[CH:33][C:28]([C:27]([NH:26][CH2:25][CH2:24][N:23]([CH3:22])[CH3:44])=[O:43])=[CH:29][CH:30]=3)[CH:3]=2)=[N:13][C:14]=1[O:20][CH3:21]. The catalyst class is: 552.